From a dataset of Forward reaction prediction with 1.9M reactions from USPTO patents (1976-2016). Predict the product of the given reaction. (1) Given the reactants [Cl:1][C:2]1[N:3]=[C:4]2[C:9](=[CH:10][CH:11]=1)[N:8]=[CH:7][C:6]([C:12](=[O:14])[CH3:13])=[C:5]2[NH:15][CH:16]1[CH2:21][CH2:20][CH:19]([CH2:22][N:23]([CH2:25][CH2:26][OH:27])[CH3:24])[CH2:18][CH2:17]1.[Cl:28][C:29]1[CH:34]=[C:33](B2OC(C)(C)C(C)(C)O2)[CH:32]=[C:31]([F:44])[C:30]=1[OH:45].C1(N)C(F)=C(F)C(F)=C(N)C=1F.Cl.Cl, predict the reaction product. The product is: [ClH:1].[ClH:28].[Cl:28][C:29]1[CH:34]=[C:33]([C:2]2[N:3]=[C:4]3[C:9](=[CH:10][CH:11]=2)[N:8]=[CH:7][C:6]([C:12](=[O:14])[CH3:13])=[C:5]3[NH:15][C@H:16]2[CH2:21][CH2:20][C@H:19]([CH2:22][N:23]([CH2:25][CH2:26][OH:27])[CH3:24])[CH2:18][CH2:17]2)[CH:32]=[C:31]([F:44])[C:30]=1[OH:45]. (2) Given the reactants [Cl:1][C:2]1[CH:8]=[CH:7][C:5]([NH2:6])=[CH:4][C:3]=1[C:9]1[CH:14]=[CH:13][CH:12]=[CH:11][N:10]=1.[Cl:15][C:16]1[CH:24]=[C:23]([S:25]([CH2:28][C@@H:29]([OH:31])[CH3:30])(=[O:27])=[O:26])[CH:22]=[CH:21][C:17]=1[C:18](O)=[O:19], predict the reaction product. The product is: [Cl:15][C:16]1[CH:24]=[C:23]([S:25]([CH2:28][C@@H:29]([OH:31])[CH3:30])(=[O:26])=[O:27])[CH:22]=[CH:21][C:17]=1[C:18]([NH:6][C:5]1[CH:7]=[CH:8][C:2]([Cl:1])=[C:3]([C:9]2[CH:14]=[CH:13][CH:12]=[CH:11][N:10]=2)[CH:4]=1)=[O:19]. (3) Given the reactants FC(F)(F)C(O)=O.C(OC(=O)[NH:14][CH:15]1[CH2:20][CH2:19][N:18]([CH2:21][CH2:22][O:23][C:24]2[CH:33]=[N:32][C:31]3[C:26](=[CH:27][C:28]([O:34][CH3:35])=[CH:29][CH:30]=3)[N:25]=2)[CH2:17][CH2:16]1)(C)(C)C, predict the reaction product. The product is: [CH3:35][O:34][C:28]1[CH:27]=[C:26]2[C:31]([N:32]=[CH:33][C:24]([O:23][CH2:22][CH2:21][N:18]3[CH2:17][CH2:16][CH:15]([NH2:14])[CH2:20][CH2:19]3)=[N:25]2)=[CH:30][CH:29]=1. (4) Given the reactants [H-].[Na+].CS(O[C@@H:8]([C@@H:17]1[CH2:21][CH2:20][C:19](=[O:22])[N:18]1[CH2:23][CH2:24][NH:25][C:26]([O:28][C:29]([CH3:32])([CH3:31])[CH3:30])=[O:27])[C:9]1[CH:14]=[CH:13][CH:12]=[C:11]([CH3:15])[C:10]=1[CH3:16])(=O)=O, predict the reaction product. The product is: [C:29]([O:28][C:26]([N:25]1[CH2:24][CH2:23][N:18]2[C:19](=[O:22])[CH2:20][CH2:21][C@H:17]2[C@@H:8]1[C:9]1[CH:14]=[CH:13][CH:12]=[C:11]([CH3:15])[C:10]=1[CH3:16])=[O:27])([CH3:32])([CH3:31])[CH3:30]. (5) Given the reactants [OH-].[Na+].[OH:3][C:4]1[C:14]2[CH2:13][CH2:12][N:11]([C:15]([O:17][C:18]([CH3:21])([CH3:20])[CH3:19])=[O:16])[CH2:10][CH2:9][C:8]=2[NH:7][C:6](=[O:22])[C:5]=1C(OCC)=O, predict the reaction product. The product is: [OH:3][C:4]1[C:14]2[CH2:13][CH2:12][N:11]([C:15]([O:17][C:18]([CH3:20])([CH3:19])[CH3:21])=[O:16])[CH2:10][CH2:9][C:8]=2[NH:7][C:6](=[O:22])[CH:5]=1. (6) Given the reactants Cl[C:2](Cl)(Cl)[CH:3]([OH:5])O.S([O-])([O-])(=O)=O.[Na+].[Na+].Cl.[NH2:16][OH:17].[CH3:18][O:19][C:20]1[CH:25]=[CH:24][C:23]([NH2:26])=[CH:22][C:21]=1[CH3:27].Cl, predict the reaction product. The product is: [OH:17][N:16]=[CH:2][C:3]([NH:26][C:23]1[CH:24]=[CH:25][C:20]([O:19][CH3:18])=[C:21]([CH3:27])[CH:22]=1)=[O:5]. (7) Given the reactants [Cl:1][C:2]1[CH:3]=[C:4]([OH:9])[CH:5]=[CH:6][C:7]=1[CH3:8].O[C@H:11]([CH3:16])[C:12]([O:14][CH3:15])=[O:13], predict the reaction product. The product is: [Cl:1][C:2]1[CH:3]=[C:4]([CH:5]=[CH:6][C:7]=1[CH3:8])[O:9][C@@H:11]([CH3:16])[C:12]([O:14][CH3:15])=[O:13]. (8) The product is: [O:32]1[CH2:37][CH2:36][CH:35]=[C:34]([C:12]2[N:11]=[CH:10][C:9]3[O:8][C:5]4[C:4]([C@@:15]5([CH2:19][S:18][C:17]([NH2:20])=[N:16]5)[C:14]=3[CH:13]=2)=[CH:3][C:2]([C:28]2[C:23]([F:22])=[N:24][CH:25]=[CH:26][CH:27]=2)=[CH:7][CH:6]=4)[CH2:33]1. Given the reactants Br[C:2]1[CH:3]=[C:4]2[C@@:15]3([CH2:19][S:18][C:17]([NH2:20])=[N:16]3)[C:14]3[CH:13]=[C:12](Cl)[N:11]=[CH:10][C:9]=3[O:8][C:5]2=[CH:6][CH:7]=1.[F:22][C:23]1[C:28](B(O)O)=[CH:27][CH:26]=[CH:25][N:24]=1.[O:32]1[CH2:37][CH2:36][CH:35]=[C:34](B2OC(C)(C)C(C)(C)O2)[CH2:33]1, predict the reaction product.